Task: Predict the product of the given reaction.. Dataset: Forward reaction prediction with 1.9M reactions from USPTO patents (1976-2016) (1) Given the reactants [CH3:1][C:2]([O-])([CH3:4])[CH3:3].[K+].[Br:7][C:8]1[CH:17]=C2C(CCCC2=O)=C[CH:9]=1.I[CH3:20].O.[CH2:22]1[CH2:26][O:25][CH2:24][CH2:23]1, predict the reaction product. The product is: [Br:7][C:8]1[CH:17]=[C:22]2[C:23]([CH2:20][CH2:1][C:2]([CH3:4])([CH3:3])[C:26]2=[O:25])=[CH:24][CH:9]=1. (2) Given the reactants [CH3:1][C:2]1[NH:6][C:5]2[CH:7]=[C:8]([C:12]3[CH:13]=[C:14]([CH:20]=[CH:21][CH:22]=3)[C:15]([O:17][CH2:18][CH3:19])=[O:16])[CH:9]=[C:10]([CH3:11])[C:4]=2[N:3]=1.CS(O[CH2:28][C:29]1[C:30]([Cl:36])=[N:31][C:32]([Cl:35])=[CH:33][CH:34]=1)(=O)=O, predict the reaction product. The product is: [Cl:36][C:30]1[C:29]([CH2:28][N:6]2[C:5]3[CH:7]=[C:8]([C:12]4[CH:13]=[C:14]([CH:20]=[CH:21][CH:22]=4)[C:15]([O:17][CH2:18][CH3:19])=[O:16])[CH:9]=[C:10]([CH3:11])[C:4]=3[N:3]=[C:2]2[CH3:1])=[CH:34][CH:33]=[C:32]([Cl:35])[N:31]=1. (3) The product is: [NH2:1][CH2:2][C@@H:3]1[C@H:8]([CH3:9])[CH2:7][CH2:6][CH2:5][N:4]1[C:10]([C:12]1[CH:17]=[C:16]([CH3:18])[CH:15]=[CH:14][C:13]=1[N:35]1[CH:39]=[CH:38][CH:37]=[N:36]1)=[O:11]. Given the reactants [NH2:1][CH2:2][C@@H:3]1[C@H:8]([CH3:9])[CH2:7][CH2:6][CH2:5][N:4]1[C:10]([C:12]1[CH:17]=[C:16]([CH3:18])[CH:15]=[CH:14][C:13]=1C1C=NN(C)C=1)=[O:11].CC1C=CC([N:35]2[CH:39]=[CH:38][CH:37]=[N:36]2)=C(C=1)C(O)=O, predict the reaction product. (4) Given the reactants [CH2:1]([O:3][C:4](=[O:7])[CH2:5]Br)[CH3:2].[CH2:8]([CH:11]1[CH2:15][N:14]([CH2:16][C:17]2[N:18]=[CH:19][N:20](C(C3C=CC=CC=3)(C3C=CC=CC=3)C3C=CC=CC=3)[CH:21]=2)[C:13](=[O:41])[CH2:12]1)[CH2:9][CH3:10], predict the reaction product. The product is: [O:41]=[C:13]1[CH2:12][CH:11]([CH2:8][CH2:9][CH3:10])[CH2:15][N:14]1[CH2:16][C:17]1[N:18]([CH2:5][C:4]([O:3][CH2:1][CH3:2])=[O:7])[CH:19]=[N:20][CH:21]=1. (5) Given the reactants [CH3:1][C:2]([C:4]1[CH:9]=[CH:8][C:7]([C:10]([O:12][CH3:13])=[O:11])=[CH:6][CH:5]=1)=[O:3].[Br:14]Br, predict the reaction product. The product is: [Br:14][CH2:1][C:2]([C:4]1[CH:9]=[CH:8][C:7]([C:10]([O:12][CH3:13])=[O:11])=[CH:6][CH:5]=1)=[O:3]. (6) The product is: [Si:35]([O:34][C@H:31]1[C@H:28]2[O:29][CH2:30][C@@H:26]([O:25][C:15]3[N:16]([CH2:17][O:18][CH2:19][CH2:20][Si:21]([CH3:24])([CH3:23])[CH3:22])[C:11]4[C:12]([N:14]=3)=[N:13][C:8]([C:5]3[CH:4]=[CH:3][C:2]([C:44]#[C:43][CH:45]5[CH2:46][CH2:47][N:48]([C:51]([O:53][C:54]([CH3:57])([CH3:56])[CH3:55])=[O:52])[CH2:49][CH2:50]5)=[CH:7][CH:6]=3)=[C:9]([Cl:42])[CH:10]=4)[C@H:27]2[O:33][CH2:32]1)([C:38]([CH3:40])([CH3:41])[CH3:39])([CH3:37])[CH3:36]. Given the reactants Br[C:2]1[CH:7]=[CH:6][C:5]([C:8]2[N:13]=[C:12]3[N:14]=[C:15]([O:25][C@@H:26]4[CH2:30][O:29][C@@H:28]5[C@H:31]([O:34][Si:35]([C:38]([CH3:41])([CH3:40])[CH3:39])([CH3:37])[CH3:36])[CH2:32][O:33][C@H:27]45)[N:16]([CH2:17][O:18][CH2:19][CH2:20][Si:21]([CH3:24])([CH3:23])[CH3:22])[C:11]3=[CH:10][C:9]=2[Cl:42])=[CH:4][CH:3]=1.[C:43]([CH:45]1[CH2:50][CH2:49][N:48]([C:51]([O:53][C:54]([CH3:57])([CH3:56])[CH3:55])=[O:52])[CH2:47][CH2:46]1)#[CH:44], predict the reaction product. (7) Given the reactants [Cl:1][C:2]1[CH:9]=[N:8][CH:7]=[C:6]([C:10]2[CH:15]=[CH:14][CH:13]=[C:12]([O:16][CH3:17])[CH:11]=2)[C:3]=1[C:4]#[N:5].ClC1C=CC=C(C(OO)=[O:26])C=1, predict the reaction product. The product is: [Cl:1][C:2]1[CH:9]=[N+:8]([O-:26])[CH:7]=[C:6]([C:10]2[CH:15]=[CH:14][CH:13]=[C:12]([O:16][CH3:17])[CH:11]=2)[C:3]=1[C:4]#[N:5]. (8) Given the reactants Br[C:2]1[CH:7]=[C:6]([C:8]2[N:9]=[C:10]([NH:13][C:14]3[CH:19]=[CH:18][CH:17]=[C:16]([CH3:20])[CH:15]=3)[S:11][CH:12]=2)[CH:5]=[CH:4][N:3]=1.[CH3:21][NH:22][CH3:23], predict the reaction product. The product is: [CH3:21][N:22]([CH3:23])[C:2]1[CH:7]=[C:6]([C:8]2[N:9]=[C:10]([NH:13][C:14]3[CH:19]=[CH:18][CH:17]=[C:16]([CH3:20])[CH:15]=3)[S:11][CH:12]=2)[CH:5]=[CH:4][N:3]=1.